From a dataset of Reaction yield outcomes from USPTO patents with 853,638 reactions. Predict the reaction yield, written as a fraction of the theoretical maximum amount of product (1.0 means a 100% yield; for example, 0.34 means a 34% yield). (1) The catalyst is CN(C=O)C. The reactants are C1([C:7]2[CH:17]=[CH:16][CH:15]=[C:9]3[C:10]([NH:12][C:13](=[O:14])[C:8]=23)=[O:11])C=CC=CC=1.C([O-])([O-])=O.[K+].[K+].Br[CH2:25][C:26]1[N:36]([CH2:37][C:38]([CH3:41])([CH3:40])[CH3:39])[C:29]2[N:30]=[C:31]([C:34]#[N:35])[N:32]=[CH:33][C:28]=2[CH:27]=1. The product is [CH3:39][C:38]([CH3:41])([CH3:40])[CH2:37][N:36]1[C:29]2[N:30]=[C:31]([C:34]#[N:35])[N:32]=[CH:33][C:28]=2[CH:27]=[C:26]1[CH2:25][N:12]1[C:13](=[O:14])[C:8]2[C:9](=[CH:15][CH:16]=[CH:17][CH:7]=2)[C:10]1=[O:11]. The yield is 0.680. (2) The reactants are Cl.[Cl:2][C:3]1[CH:4]=[C:5]([C:9]2[O:10][C:11]3[CH2:16][CH2:15][NH:14][CH2:13][C:12]=3[N:17]=2)[CH:6]=[CH:7][CH:8]=1.Br.Br[CH2:20][C:21]1[CH:26]=[CH:25][CH:24]=[CH:23][N:22]=1.CCN(C(C)C)C(C)C. The catalyst is CN(C=O)C. The product is [Cl:2][C:3]1[CH:4]=[C:5]([C:9]2[O:10][C:11]3[CH2:16][CH2:15][N:14]([CH2:20][C:21]4[CH:26]=[CH:25][CH:24]=[CH:23][N:22]=4)[CH2:13][C:12]=3[N:17]=2)[CH:6]=[CH:7][CH:8]=1. The yield is 0.280. (3) The yield is 0.650. The product is [F:1][C:2]1[C:32]([F:33])=[CH:31][C:5]2[N:6]([CH2:37][CH2:38][O:39][CH3:40])[C:7]([CH2:9][CH:10]3[CH2:15][CH2:14][CH2:13][CH2:12][N:11]3[C:16]([C:18]3[N:19]=[C:20]([CH3:30])[S:21][C:22]=3[C:23]3[CH:28]=[CH:27][C:26]([F:29])=[CH:25][CH:24]=3)=[O:17])=[N:8][C:4]=2[CH:3]=1. The catalyst is CN(C=O)C.[I-].[K+]. The reactants are [F:1][C:2]1[C:32]([F:33])=[CH:31][C:5]2[NH:6][C:7]([CH2:9][CH:10]3[CH2:15][CH2:14][CH2:13][CH2:12][N:11]3[C:16]([C:18]3[N:19]=[C:20]([CH3:30])[S:21][C:22]=3[C:23]3[CH:28]=[CH:27][C:26]([F:29])=[CH:25][CH:24]=3)=[O:17])=[N:8][C:4]=2[CH:3]=1.[H-].[Na+].Br[CH2:37][CH2:38][O:39][CH3:40].C(N(CC)C(C)C)(C)C. (4) The reactants are [C:1]([O:5][C:6](=[O:31])[NH:7][C:8]1[C:17]([CH2:18][CH2:19][CH:20]=C)=[C:16]2[C:11]([CH2:12][CH2:13][C@@H:14]([C:22](C)(C)[O:23][SiH2]C(C)(C)C)[O:15]2)=[CH:10][CH:9]=1)([CH3:4])([CH3:3])[CH3:2].I([O-])(=O)(=O)=[O:33].[Na+]. The catalyst is O1CCCC1.O.C(OCC)(=O)C.[Os](=O)(=O)(=O)=O. The product is [C:1]([O:5][C:6]([N:7]1[C:8]2[C:17](=[C:16]3[C:11](=[CH:10][CH:9]=2)[CH2:12][CH2:13][C@@H:14]([CH2:22][OH:23])[O:15]3)[CH2:18][CH2:19][CH:20]1[OH:33])=[O:31])([CH3:3])([CH3:4])[CH3:2]. The yield is 0.760. (5) The reactants are C1(P(C2CCCCC2)C2CCCCC2)CCCCC1.[CH2:20]([O:22][C:23]([C:25]1[NH:26][C:27]2[C:32]([C:33]=1I)=[CH:31][C:30]([C:35]1[CH:40]=[CH:39][C:38]([C:41]([F:44])([F:43])[F:42])=[CH:37][CH:36]=1)=[CH:29][CH:28]=2)=[O:24])[CH3:21].[CH:45]([O:48][C:49]1[CH:54]=[CH:53][C:52](B2OC(C)(C)C(C)(C)O2)=[CH:51][N:50]=1)([CH3:47])[CH3:46].C([O-])([O-])=O.[Na+].[Na+]. The catalyst is O1CCOCC1.C1C=CC(/C=C/C(/C=C/C2C=CC=CC=2)=O)=CC=1.C1C=CC(/C=C/C(/C=C/C2C=CC=CC=2)=O)=CC=1.C1C=CC(/C=C/C(/C=C/C2C=CC=CC=2)=O)=CC=1.[Pd].[Pd]. The product is [CH2:20]([O:22][C:23]([C:25]1[NH:26][C:27]2[C:32]([C:33]=1[C:52]1[CH:51]=[N:50][C:49]([O:48][CH:45]([CH3:47])[CH3:46])=[CH:54][CH:53]=1)=[CH:31][C:30]([C:35]1[CH:40]=[CH:39][C:38]([C:41]([F:44])([F:43])[F:42])=[CH:37][CH:36]=1)=[CH:29][CH:28]=2)=[O:24])[CH3:21]. The yield is 0.660.